Dataset: Reaction yield outcomes from USPTO patents with 853,638 reactions. Task: Predict the reaction yield, written as a fraction of the theoretical maximum amount of product (1.0 means a 100% yield; for example, 0.34 means a 34% yield). The reactants are C(OC(=O)[NH:10][CH2:11][CH2:12][CH2:13][CH2:14][C:15]1[CH:20]=[CH:19][C:18]([O:21][CH2:22][C:23](=[O:27])[N:24]([CH3:26])[CH3:25])=[CH:17][CH:16]=1)C1C=CC=CC=1. The catalyst is C(O)C.[Pd]. The product is [NH2:10][CH2:11][CH2:12][CH2:13][CH2:14][C:15]1[CH:20]=[CH:19][C:18]([O:21][CH2:22][C:23]([N:24]([CH3:25])[CH3:26])=[O:27])=[CH:17][CH:16]=1. The yield is 0.600.